This data is from Catalyst prediction with 721,799 reactions and 888 catalyst types from USPTO. The task is: Predict which catalyst facilitates the given reaction. (1) Product: [Cl:1][CH2:2][CH2:3][C:5]1[CH:6]=[C:7]2[C:11](=[CH:12][CH:13]=1)[N:10]([CH3:14])[C:9](=[O:15])[CH2:8]2. The catalyst class is: 6. Reactant: [Cl:1][CH2:2][C:3]([C:5]1[CH:6]=[C:7]2[C:11](=[CH:12][CH:13]=1)[N:10]([CH3:14])[C:9](=[O:15])[CH2:8]2)=O.C(O)(C(F)(F)F)=O.[SiH](CC)(CC)CC. (2) Reactant: C[Si]([N-][Si](C)(C)C)(C)C.[Na+].[Si:11]([O:18][CH2:19][CH:20]([C:22]1[CH:23]=[C:24]([C:29]2[N:34]=[C:33]([CH3:35])[N:32]=[C:31]([NH2:36])[N:30]=2)[C:25](F)=[N:26][CH:27]=1)[CH3:21])([C:14]([CH3:17])([CH3:16])[CH3:15])([CH3:13])[CH3:12].[F:37][C:38]1[CH:39]=[C:40]([NH2:46])[CH:41]=[N:42][C:43]=1[O:44][CH3:45]. Product: [Si:11]([O:18][CH2:19][CH:20]([C:22]1[CH:23]=[C:24]([C:29]2[N:34]=[C:33]([CH3:35])[N:32]=[C:31]([NH2:36])[N:30]=2)[C:25]([NH:46][C:40]2[CH:41]=[N:42][C:43]([O:44][CH3:45])=[C:38]([F:37])[CH:39]=2)=[N:26][CH:27]=1)[CH3:21])([C:14]([CH3:15])([CH3:16])[CH3:17])([CH3:13])[CH3:12]. The catalyst class is: 1.